From a dataset of Full USPTO retrosynthesis dataset with 1.9M reactions from patents (1976-2016). Predict the reactants needed to synthesize the given product. (1) Given the product [CH3:46][O:45][C:41](=[O:44])/[CH:42]=[CH:43]/[C:2]1[C:11]2[C:6](=[CH:7][CH:8]=[CH:9][CH:10]=2)[C:5]([C:12]([OH:14])=[O:13])=[CH:4][CH:3]=1, predict the reactants needed to synthesize it. The reactants are: Br[C:2]1[C:11]2[C:6](=[CH:7][CH:8]=[CH:9][CH:10]=2)[C:5]([C:12]([OH:14])=[O:13])=[CH:4][CH:3]=1.C(N(CC)CC)C.C1(P(C2C=CC=CC=2)C2C=CC=CC=2)C=CC=CC=1.[C:41]([O:45][CH3:46])(=[O:44])[CH:42]=[CH2:43]. (2) Given the product [Cl:8][C:6]1[CH:7]=[C:2]([C:21]([C:23]([F:26])([F:25])[F:24])=[CH2:22])[CH:3]=[C:4]([C:9]([F:12])([F:11])[F:10])[CH:5]=1, predict the reactants needed to synthesize it. The reactants are: Br[C:2]1[CH:3]=[C:4]([C:9]([F:12])([F:11])[F:10])[CH:5]=[C:6]([Cl:8])[CH:7]=1.COB(OC)OC.Br[C:21]([C:23]([F:26])([F:25])[F:24])=[CH2:22].C(=O)([O-])[O-].[K+].[K+]. (3) Given the product [CH2:35]([C:10]1[C:11]2[C:16](=[CH:15][CH:14]=[C:13]([O:17][CH2:18][C:19]3[S:23][C:22]([C:24]4[CH:29]=[CH:28][C:27]([C:30]([F:33])([F:32])[F:31])=[CH:26][CH:25]=4)=[N:21][C:20]=3[CH3:34])[CH:12]=2)[N:8]([CH2:7][C:6]([OH:37])=[O:5])[CH:9]=1)[CH3:36], predict the reactants needed to synthesize it. The reactants are: [Li+].[OH-].C([O:5][C:6](=[O:37])[CH2:7][N:8]1[C:16]2[C:11](=[CH:12][C:13]([O:17][CH2:18][C:19]3[S:23][C:22]([C:24]4[CH:29]=[CH:28][C:27]([C:30]([F:33])([F:32])[F:31])=[CH:26][CH:25]=4)=[N:21][C:20]=3[CH3:34])=[CH:14][CH:15]=2)[C:10]([CH2:35][CH3:36])=[CH:9]1)C.C(OCC)C. (4) Given the product [Cl:1][C:2]1[CH:3]=[C:4]2[C:9](=[C:10]([CH2:12][CH2:13][C:14]3[CH:19]=[CH:18][CH:17]=[CH:16][CH:15]=3)[CH:11]=1)[O:8][CH:7]([C:20]([F:23])([F:22])[F:21])[C:6]([C:24]([O:26][CH2:27][CH3:28])=[O:25])=[CH:5]2, predict the reactants needed to synthesize it. The reactants are: [Cl:1][C:2]1[CH:3]=[C:4]2[C:9](=[C:10]([C:12]#[C:13][C:14]3[CH:19]=[CH:18][CH:17]=[CH:16][CH:15]=3)[CH:11]=1)[O:8][CH:7]([C:20]([F:23])([F:22])[F:21])[C:6]([C:24]([O:26][CH2:27][CH3:28])=[O:25])=[CH:5]2. (5) Given the product [CH3:1][O:2][C:3]1[CH:8]=[C:7]([NH:9][C:10]2[C:11]3[CH:18]=[C:17]([C:19]4[CH:24]=[CH:23][C:22]([CH2:25][N:4]5[CH2:5][CH2:27][O:30][CH2:8][CH2:3]5)=[CH:21][CH:20]=4)[NH:16][C:12]=3[N:13]=[CH:14][N:15]=2)[CH:6]=[CH:5][N:4]=1, predict the reactants needed to synthesize it. The reactants are: [CH3:1][O:2][C:3]1[CH:8]=[C:7]([NH:9][C:10]2[C:11]3[CH:18]=[C:17]([C:19]4[CH:24]=[CH:23][C:22]([CH2:25]O)=[CH:21][CH:20]=4)[NH:16][C:12]=3[N:13]=[CH:14][N:15]=2)[CH:6]=[CH:5][N:4]=1.[C:27]([O-:30])(O)=O.[Na+].